This data is from Reaction yield outcomes from USPTO patents with 853,638 reactions. The task is: Predict the reaction yield, written as a fraction of the theoretical maximum amount of product (1.0 means a 100% yield; for example, 0.34 means a 34% yield). (1) The yield is 1.00. The catalyst is O=S(Cl)Cl.C(Cl)Cl.CN(C=O)C.CC(O)C. The product is [F:1][C:2]1[N:12]=[CH:11][C:5]2[N:6]=[CH:7][N:8]=[C:9]([NH:18][C:17]3[CH:19]=[CH:20][C:14]([F:13])=[C:15]([C:21]([F:24])([F:22])[F:23])[CH:16]=3)[C:4]=2[CH:3]=1. The reactants are [F:1][C:2]1[N:12]=[CH:11][C:5]2[N:6]=[CH:7][NH:8][C:9](=O)[C:4]=2[CH:3]=1.[F:13][C:14]1[CH:20]=[CH:19][C:17]([NH2:18])=[CH:16][C:15]=1[C:21]([F:24])([F:23])[F:22]. (2) The reactants are [C:1]1([C:7]2[C:11]([C:12]([F:15])([F:14])[F:13])=[C:10]([C:16]([OH:18])=O)[O:9][N:8]=2)[CH:6]=[CH:5][CH:4]=[CH:3][CH:2]=1.N1C=CC=CC=1.[F:25]C1N=C(F)N=C(F)N=1. The catalyst is ClCCl. The product is [C:1]1([C:7]2[C:11]([C:12]([F:15])([F:14])[F:13])=[C:10]([C:16]([F:25])=[O:18])[O:9][N:8]=2)[CH:6]=[CH:5][CH:4]=[CH:3][CH:2]=1. The yield is 0.960. (3) The reactants are [F:1][C:2]1[CH:3]=[C:4]([CH2:10][CH2:11][C:12]([O:14][CH2:15][CH3:16])=[O:13])[CH:5]=[C:6]([OH:9])[C:7]=1[F:8].C([O-])([O-])=O.[K+].[K+].[CH2:23](Br)[C:24]1[CH:29]=[CH:28][CH:27]=[CH:26][CH:25]=1.N(CC)CC. The catalyst is CCOC(C)=O.O.CN(C=O)C. The product is [CH2:23]([O:9][C:6]1[CH:5]=[C:4]([CH2:10][CH2:11][C:12]([O:14][CH2:15][CH3:16])=[O:13])[CH:3]=[C:2]([F:1])[C:7]=1[F:8])[C:24]1[CH:29]=[CH:28][CH:27]=[CH:26][CH:25]=1. The yield is 0.860. (4) The reactants are [F:1][C:2]([F:15])([F:14])[C:3]([NH:5][CH2:6][C:7]([O:9][CH2:10][C:11]#[C:12][CH3:13])=[O:8])=[O:4].[H][H]. The catalyst is CO. The product is [F:1][C:2]([F:14])([F:15])[C:3]([NH:5][CH2:6][C:7]([O:9][CH2:10]/[CH:11]=[CH:12]\[CH3:13])=[O:8])=[O:4]. The yield is 0.900. (5) The reactants are [C:1]([C:5]1[O:6][C:7]2[C:13]([C@:14]([C@@H:22]3[CH2:27][CH2:26][CH2:25][N:24](C(OC(C)(C)C)=O)[CH2:23]3)([OH:21])[CH2:15][CH2:16][CH2:17][CH2:18][O:19][CH3:20])=[CH:12][CH:11]=[CH:10][C:8]=2[CH:9]=1)([CH3:4])([CH3:3])[CH3:2]. The catalyst is C(O)(C(F)(F)F)=O.C(Cl)Cl. The product is [C:1]([C:5]1[O:6][C:7]2[C:13]([C@:14]([C@@H:22]3[CH2:27][CH2:26][CH2:25][NH:24][CH2:23]3)([OH:21])[CH2:15][CH2:16][CH2:17][CH2:18][O:19][CH3:20])=[CH:12][CH:11]=[CH:10][C:8]=2[CH:9]=1)([CH3:4])([CH3:2])[CH3:3]. The yield is 0.940.